Task: Predict which catalyst facilitates the given reaction.. Dataset: Catalyst prediction with 721,799 reactions and 888 catalyst types from USPTO (1) Reactant: [Cl:1][C:2]1[CH:3]=[C:4]([N:9]2[C:13](=[O:14])[C@@:12]([CH3:27])([CH2:15][C:16]3[CH:21]=[CH:20][C:19]([O:22][C:23]([F:26])([F:25])[F:24])=[CH:18][CH:17]=3)[NH:11][C:10]2=S)[CH:5]=[C:6]([Cl:8])[CH:7]=1.[CH3:29][O:30][CH:31]([O:34][CH3:35])[CH2:32][NH2:33].C(OO)(C)(C)C.OS([O-])=O.[Na+]. Product: [Cl:1][C:2]1[CH:3]=[C:4]([N:9]2[C:13](=[O:14])[C@@:12]([CH3:27])([CH2:15][C:16]3[CH:21]=[CH:20][C:19]([O:22][C:23]([F:26])([F:25])[F:24])=[CH:18][CH:17]=3)[NH:11]/[C:10]/2=[N:33]\[CH2:32][CH:31]([O:34][CH3:35])[O:30][CH3:29])[CH:5]=[C:6]([Cl:8])[CH:7]=1. The catalyst class is: 5. (2) Reactant: Br[C:2]1[CH:3]=[C:4]([CH:14]=[CH:15][CH:16]=1)[C:5]([C:7]1[CH:12]=[CH:11][CH:10]=[C:9](Br)[CH:8]=1)=[O:6].[NH:17]1[CH:21]=[CH:20][CH:19]=[N:18]1.C(=O)([O-])[O-].[Cs+].[Cs+].[CH:28](=[N:36]O)[C:29]1C(=CC=C[CH:35]=1)O.C(#[N:40])C. Product: [C:5]([C:7]1[CH:12]=[CH:11][CH:10]=[C:9]([N:36]2[CH:28]=[CH:29][CH:35]=[N:40]2)[CH:8]=1)([C:4]1[CH:14]=[CH:15][CH:16]=[C:2]([N:17]2[CH:21]=[CH:20][CH:19]=[N:18]2)[CH:3]=1)=[O:6]. The catalyst class is: 93. (3) Reactant: [S:1]1[CH:5]=[CH:4][CH:3]=[C:2]1[C:6]1[C:14]2[CH:13]=[C:12]([C:15]([O:17]C)=[O:16])[S:11][C:10]=2[CH:9]=[CH:8][CH:7]=1.O.[OH-].[Li+].O. Product: [S:1]1[CH:5]=[CH:4][CH:3]=[C:2]1[C:6]1[C:14]2[CH:13]=[C:12]([C:15]([OH:17])=[O:16])[S:11][C:10]=2[CH:9]=[CH:8][CH:7]=1. The catalyst class is: 5. (4) Reactant: Cl[C:2]1[N:7]([CH2:8][C:9]2[CH:14]=[CH:13][C:12]([C:15]3[C:16]([C:21]#[N:22])=[CH:17][CH:18]=[CH:19][CH:20]=3)=[CH:11][CH:10]=2)[C:6](=[O:23])[NH:5][C:4](=[O:24])[CH:3]=1.[Na]. Product: [O:23]=[C:6]1[NH:5][C:4](=[O:24])[CH:3]=[C:2]([O:24][CH2:4][CH2:3][CH3:2])[N:7]1[CH2:8][C:9]1[CH:14]=[CH:13][C:12]([C:15]2[C:16]([C:21]#[N:22])=[CH:17][CH:18]=[CH:19][CH:20]=2)=[CH:11][CH:10]=1. The catalyst class is: 259. (5) Reactant: [Br:1][C:2]1[CH:7]=[CH:6][C:5]([CH:8]=[CH:9][C:10]([C:12]2[CH:17]=[CH:16][C:15]([NH2:18])=[CH:14][CH:13]=2)=[O:11])=[CH:4][CH:3]=1.[C:19](=O)([O-])[O-].[K+].[K+].CI.O. Product: [Br:1][C:2]1[CH:7]=[CH:6][C:5]([CH:8]=[CH:9][C:10]([C:12]2[CH:13]=[CH:14][C:15]([NH:18][CH3:19])=[CH:16][CH:17]=2)=[O:11])=[CH:4][CH:3]=1. The catalyst class is: 16. (6) Reactant: F[C:2]1[CH:9]=[C:8]([C:10]([F:13])([F:12])[F:11])[CH:7]=[CH:6][C:3]=1[CH:4]=[O:5].[NH:14]1[CH2:19][CH2:18][O:17][CH2:16][CH2:15]1.C(=O)([O-])[O-].[K+].[K+].CS(C)=O. Product: [N:14]1([C:2]2[CH:9]=[C:8]([C:10]([F:13])([F:12])[F:11])[CH:7]=[CH:6][C:3]=2[CH:4]=[O:5])[CH2:19][CH2:18][O:17][CH2:16][CH2:15]1. The catalyst class is: 6. (7) Reactant: [CH2:1]([O:8][C:9]([N:11]1[CH2:18][C@H:17]([OH:19])[CH2:16][C@H:12]1[C:13]([OH:15])=O)=[O:10])[C:2]1[CH:7]=[CH:6][CH:5]=[CH:4][CH:3]=1.[C:20]([O:24][C:25](=[O:42])[NH:26][CH2:27][CH2:28][CH2:29][CH2:30][C@H:31]([NH:34][C:35]([O:37][C:38]([CH3:41])([CH3:40])[CH3:39])=[O:36])[CH2:32][NH2:33])([CH3:23])([CH3:22])[CH3:21].C(Cl)CCl.C1C=CC2N(O)N=NC=2C=1. Product: [C:38]([O:37][C:35]([NH:34][C@@H:31]([CH2:30][CH2:29][CH2:28][CH2:27][NH:26][C:25]([O:24][C:20]([CH3:23])([CH3:22])[CH3:21])=[O:42])[CH2:32][NH:33][C:13]([C@@H:12]1[CH2:16][C@@H:17]([OH:19])[CH2:18][N:11]1[C:9]([O:8][CH2:1][C:2]1[CH:3]=[CH:4][CH:5]=[CH:6][CH:7]=1)=[O:10])=[O:15])=[O:36])([CH3:41])([CH3:40])[CH3:39]. The catalyst class is: 9. (8) Reactant: [CH3:1][C:2]([C:7]1[CH:12]=[CH:11][C:10]([N+:13]([O-:15])=[O:14])=[CH:9][CH:8]=1)(C)[C:3](O)=O.C1(P([N:30]=[N+]=[N-])(C2C=CC=CC=2)=O)C=CC=CC=1.C(N(CC)CC)C. Product: [N+:13]([C:10]1[CH:11]=[CH:12][C:7]([C:2]([NH2:30])([CH3:3])[CH3:1])=[CH:8][CH:9]=1)([O-:15])=[O:14]. The catalyst class is: 9. (9) Reactant: [C:1]([C:4]1[CH:5]=[CH:6][C:7]([C:13]2[CH2:17][CH2:16][CH:15]([NH:18][C:19](=[O:25])[O:20][C:21]([CH3:24])([CH3:23])[CH3:22])[CH:14]=2)=[C:8]2[C:12]=1[NH:11][CH:10]=[CH:9]2)(=[O:3])[NH2:2].C(C1C=CC(C2CC(NC(=O)OC(C)(C)C)CC=2)=C2C=1NC=C2)(=O)N. Product: [C:1]([C:4]1[CH:5]=[CH:6][C:7]([CH:13]2[CH2:17][CH2:16][CH:15]([NH:18][C:19](=[O:25])[O:20][C:21]([CH3:23])([CH3:22])[CH3:24])[CH2:14]2)=[C:8]2[C:12]=1[NH:11][CH:10]=[CH:9]2)(=[O:3])[NH2:2]. The catalyst class is: 123. (10) Reactant: [NH2:1][C:2]([C:22]1[CH:29]=[CH:28][C:25]([C:26]#[N:27])=[C:24](F)[CH:23]=1)([C:16]1[N:17]([CH3:21])[CH:18]=[N:19][CH:20]=1)[CH2:3][CH2:4][CH2:5][CH2:6][O:7][CH2:8][C:9]1[CH:14]=[CH:13][CH:12]=[C:11]([OH:15])[CH:10]=1.C([O-])([O-])=O.[Cs+].[Cs+]. Product: [NH2:1][C:2]1([C:16]2[N:17]([CH3:21])[CH:18]=[N:19][CH:20]=2)[C:22]2=[CH:29][C:28](=[C:25]([C:26]#[N:27])[CH:24]=[CH:23]2)[O:15][C:11]2[CH:10]=[C:9]([CH:14]=[CH:13][CH:12]=2)[CH2:8][O:7][CH2:6][CH2:5][CH2:4][CH2:3]1. The catalyst class is: 3.